From a dataset of Reaction yield outcomes from USPTO patents with 853,638 reactions. Predict the reaction yield, written as a fraction of the theoretical maximum amount of product (1.0 means a 100% yield; for example, 0.34 means a 34% yield). The yield is 0.950. The product is [C:27]1([CH3:28])[CH:29]=[CH:30][C:24]([S:21]([O:16][CH2:15][CH:13]2[CH2:12][N:11]3[C:7](=[N:8][C:9]4[CH:20]=[CH:19][CH:18]=[CH:17][C:10]=43)[C:6]3[CH:1]=[CH:2][CH:3]=[CH:4][C:5]=3[O:14]2)(=[O:23])=[O:22])=[CH:25][CH:26]=1. The reactants are [CH:1]1[C:6]2[C:7]3[N:11]([CH2:12][CH:13]([CH2:15][OH:16])[O:14][C:5]=2[CH:4]=[CH:3][CH:2]=1)[C:10]1[CH:17]=[CH:18][CH:19]=[CH:20][C:9]=1[N:8]=3.[S:21](Cl)([C:24]1[CH:30]=[CH:29][C:27]([CH3:28])=[CH:26][CH:25]=1)(=[O:23])=[O:22]. The catalyst is N1C=CC=CC=1.